The task is: Predict the reaction yield, written as a fraction of the theoretical maximum amount of product (1.0 means a 100% yield; for example, 0.34 means a 34% yield).. This data is from Reaction yield outcomes from USPTO patents with 853,638 reactions. The reactants are [N:1]1[CH:6]=[CH:5][C:4]([O:7][C@H:8]2[CH2:13][CH2:12][C@H:11]([NH:14]C(=O)OC(C)(C)C)[CH2:10][CH2:9]2)=[CH:3][CH:2]=1.C(Cl)[Cl:23].[ClH:25]. The catalyst is O1CCOCC1. The product is [ClH:23].[ClH:25].[N:1]1[CH:6]=[CH:5][C:4]([O:7][C@H:8]2[CH2:9][CH2:10][C@H:11]([NH2:14])[CH2:12][CH2:13]2)=[CH:3][CH:2]=1. The yield is 0.450.